This data is from Catalyst prediction with 721,799 reactions and 888 catalyst types from USPTO. The task is: Predict which catalyst facilitates the given reaction. Reactant: [F:1][C:2]([F:13])([F:12])[C:3]1[CH:11]=[CH:10][CH:9]=[CH:8][C:4]=1[C:5](Cl)=[O:6].[NH2:14][C:15]1[C:23]([C:24](=[O:32])[NH:25][C:26]2[CH:31]=[CH:30][CH:29]=[CH:28][N:27]=2)=[CH:22][CH:21]=[CH:20][C:16]=1[C:17](O)=[O:18].O. Product: [O:18]=[C:17]1[O:6][C:5]([C:4]2[CH:8]=[CH:9][CH:10]=[CH:11][C:3]=2[C:2]([F:13])([F:12])[F:1])=[N:14][C:15]2[C:23]([C:24]([NH:25][C:26]3[CH:31]=[CH:30][CH:29]=[CH:28][N:27]=3)=[O:32])=[CH:22][CH:21]=[CH:20][C:16]1=2. The catalyst class is: 17.